This data is from Forward reaction prediction with 1.9M reactions from USPTO patents (1976-2016). The task is: Predict the product of the given reaction. (1) Given the reactants [CH3:1][C@@:2]12[C:8]([CH3:10])([CH3:9])[C@@H:5]([CH2:6][CH2:7]1)[C:4](=O)[C:3]2=O.COP([CH2:19][C:20]([C:22]1[CH:23]=[N:24][N:25]([CH2:31][C:32]2[CH:37]=[CH:36][CH:35]=[CH:34][CH:33]=2)[C:26]=1[C:27]([F:30])([F:29])[F:28])=O)(=O)OC.O.[NH2:39][NH2:40], predict the reaction product. The product is: [CH2:31]([N:25]1[C:26]([C:27]([F:30])([F:29])[F:28])=[C:22]([C:20]2[CH:19]=[C:4]3[C:3]([C@:2]4([CH3:1])[C:8]([CH3:10])([CH3:9])[C@H:5]3[CH2:6][CH2:7]4)=[N:40][N:39]=2)[CH:23]=[N:24]1)[C:32]1[CH:37]=[CH:36][CH:35]=[CH:34][CH:33]=1. (2) Given the reactants [CH:1](=[N:8]/[OH:9])/[C:2]1[CH:7]=[CH:6][CH:5]=[CH:4][CH:3]=1.[Cl:10]N1C(=O)CCC1=O, predict the reaction product. The product is: [OH:9]/[N:8]=[C:1](\[Cl:10])/[C:2]1[CH:7]=[CH:6][CH:5]=[CH:4][CH:3]=1. (3) The product is: [NH2:1][C:2]1[CH:7]=[CH:6][C:5]([CH:8]2[CH2:13][CH2:12][N:11]([C:14]([O:16][C:17]([CH3:20])([CH3:18])[CH3:19])=[O:15])[CH2:10][CH2:9]2)=[N:4][C:3]=1[C:21](=[O:23])[NH2:26]. Given the reactants [NH2:1][C:2]1[C:3]([C:21]([O:23]CC)=O)=[N:4][C:5]([CH:8]2[CH2:13][CH2:12][N:11]([C:14]([O:16][C:17]([CH3:20])([CH3:19])[CH3:18])=[O:15])[CH2:10][CH2:9]2)=[CH:6][CH:7]=1.[NH3:26], predict the reaction product. (4) Given the reactants [CH3:1][O:2][CH2:3][CH2:4][O:5][C:6]1[CH:7]=[C:8]([CH3:23])[C:9]([C:12]2[C:13]3[CH:20]=[C:19]([CH2:21][OH:22])[CH:18]=[CH:17][C:14]=3[S:15][CH:16]=2)=[N:10][CH:11]=1.O[C:25]1[CH:30]=[CH:29][C:28]([C@@H:31]([C:38]#[C:39][CH3:40])[CH2:32][C:33]([O:35][CH2:36][CH3:37])=[O:34])=[CH:27][CH:26]=1.P(CCCC)(CCCC)CCCC.C1CCN(C(N=NC(N2CCCCC2)=O)=O)CC1, predict the reaction product. The product is: [CH3:1][O:2][CH2:3][CH2:4][O:5][C:6]1[CH:7]=[C:8]([CH3:23])[C:9]([C:12]2[C:13]3[CH:20]=[C:19]([CH2:21][O:22][C:25]4[CH:30]=[CH:29][C:28]([C@@H:31]([C:38]#[C:39][CH3:40])[CH2:32][C:33]([O:35][CH2:36][CH3:37])=[O:34])=[CH:27][CH:26]=4)[CH:18]=[CH:17][C:14]=3[S:15][CH:16]=2)=[N:10][CH:11]=1.